The task is: Predict which catalyst facilitates the given reaction.. This data is from Catalyst prediction with 721,799 reactions and 888 catalyst types from USPTO. (1) Reactant: [CH2:1]([N:3]1[CH:7]=[C:6]([CH3:8])[C:5]([C:9]([O:11]CC)=[O:10])=[N:4]1)[CH3:2].[OH-].[Na+].C(O)C.Cl. Product: [CH2:1]([N:3]1[CH:7]=[C:6]([CH3:8])[C:5]([C:9]([OH:11])=[O:10])=[N:4]1)[CH3:2]. The catalyst class is: 6. (2) Reactant: CN1CCOCC1.[N:8]1[CH:13]=[CH:12][CH:11]=[CH:10][C:9]=1[C:14]1[N:19]=[CH:18][C:17]([C:20]([OH:22])=O)=[CH:16][N:15]=1.Cl.[NH2:24][C@@H:25]([C:27]1[CH:28]=[C:29]([CH:32]=[CH:33][CH:34]=1)[C:30]#[N:31])[CH3:26].[Cl-].COC1N=C(OC)N=C([N+]2(C)CCOCC2)N=1. Product: [C:30]([C:29]1[CH:28]=[C:27]([C@H:25]([NH:24][C:20]([C:17]2[CH:18]=[N:19][C:14]([C:9]3[CH:10]=[CH:11][CH:12]=[CH:13][N:8]=3)=[N:15][CH:16]=2)=[O:22])[CH3:26])[CH:34]=[CH:33][CH:32]=1)#[N:31]. The catalyst class is: 3. (3) Reactant: [C:1]([C:3]1[C:7]2[C:8]([NH:12][CH:13]([CH3:15])[CH3:14])=[N:9][CH:10]=[CH:11][C:6]=2[N:5](CC2C=CC(OC)=CC=2)[N:4]=1)#[CH:2].IC1[C:30]2C(NC(C)C)=NC=[CH:34][C:29]=2[N:28](CC2C=CC(OC)=CC=2)[N:27]=1.C(#[N:50])C.C(N(CC)CC)C.C[Si](C#C)(C)C.CO.C(=O)([O-])[O-].[K+].[K+]. Product: [CH:13]([NH:12][C:8]1[C:7]2[C:3]([C:1]3[N:50]=[N:27][N:28]([CH:29]([CH3:34])[CH3:30])[CH:2]=3)=[N:4][NH:5][C:6]=2[CH:11]=[CH:10][N:9]=1)([CH3:14])[CH3:15]. The catalyst class is: 778. (4) The catalyst class is: 4. Reactant: [O:1]=[C:2]1[CH2:10][CH2:9][CH2:8][C:7]2[NH:6][CH:5]=[C:4]([CH:11]([CH3:15])C(O)=O)[C:3]1=2.[C:16]([N:23]1[CH:27]=[CH:26]N=[CH:24]1)(N1C=CN=C1)=[O:17].N1CCC[CH2:29]1.O. Product: [O:17]=[C:16]([N:23]1[CH2:24][CH2:29][CH2:26][CH2:27]1)[CH2:15][CH2:11][C:4]1[C:3]2[C:2](=[O:1])[CH2:10][CH2:9][CH2:8][C:7]=2[NH:6][CH:5]=1.